Task: Regression. Given two drug SMILES strings and cell line genomic features, predict the synergy score measuring deviation from expected non-interaction effect.. Dataset: NCI-60 drug combinations with 297,098 pairs across 59 cell lines Drug 1: C1CCC(CC1)NC(=O)N(CCCl)N=O. Drug 2: CC1CCCC2(C(O2)CC(NC(=O)CC(C(C(=O)C(C1O)C)(C)C)O)C(=CC3=CSC(=N3)C)C)C. Cell line: A498. Synergy scores: CSS=3.76, Synergy_ZIP=-2.61, Synergy_Bliss=-2.22, Synergy_Loewe=-5.24, Synergy_HSA=-3.76.